This data is from Reaction yield outcomes from USPTO patents with 853,638 reactions. The task is: Predict the reaction yield, written as a fraction of the theoretical maximum amount of product (1.0 means a 100% yield; for example, 0.34 means a 34% yield). The reactants are [Cl:1][C:2]1[N:6]2[CH:7]=[C:8]([CH:15]3[CH2:17][CH2:16]3)[CH:9]=[C:10]([C:11]([F:14])([F:13])[F:12])[C:5]2=[N:4][C:3]=1[C:18](O)=[O:19].[CH3:21][C@@H:22]1[O:26][C:25](=[O:27])[N:24]([CH:28]2[CH2:33][CH2:32][NH:31][CH2:30][CH2:29]2)[C:23]1=[O:34].C(N(CC)C(C)C)(C)C.CN(C(ON1N=NC2C=CC=NC1=2)=[N+](C)C)C.F[P-](F)(F)(F)(F)F. The catalyst is CN(C=O)C.CCOC(C)=O. The product is [Cl:1][C:2]1[N:6]2[CH:7]=[C:8]([CH:15]3[CH2:17][CH2:16]3)[CH:9]=[C:10]([C:11]([F:13])([F:14])[F:12])[C:5]2=[N:4][C:3]=1[C:18]([N:31]1[CH2:30][CH2:29][CH:28]([N:24]2[C:23](=[O:34])[C@H:22]([CH3:21])[O:26][C:25]2=[O:27])[CH2:33][CH2:32]1)=[O:19]. The yield is 0.910.